This data is from CYP3A4 inhibition data for predicting drug metabolism from PubChem BioAssay. The task is: Regression/Classification. Given a drug SMILES string, predict its absorption, distribution, metabolism, or excretion properties. Task type varies by dataset: regression for continuous measurements (e.g., permeability, clearance, half-life) or binary classification for categorical outcomes (e.g., BBB penetration, CYP inhibition). Dataset: cyp3a4_veith. (1) The drug is CCN(CC)CCNC(=O)C(C)c1nn(C)c(=O)c2ccccc12. The result is 0 (non-inhibitor). (2) The compound is O=C(NN1C(=O)c2ccccc2C1=O)C1CCCCC1. The result is 0 (non-inhibitor). (3) The molecule is CC(=O)N1CCC2(CC1)CCN(c1ccncc1)CC2. The result is 0 (non-inhibitor). (4) The drug is COC(=O)C/C=C\[C@@H](C)[C@@H](/C=N\OC[C@@H]1O[C@H](c2ccccc2)C=C[C@@H]1Oc1ccc(OC)cc1)OC. The result is 1 (inhibitor).